From a dataset of Full USPTO retrosynthesis dataset with 1.9M reactions from patents (1976-2016). Predict the reactants needed to synthesize the given product. (1) Given the product [Cl:1][C:2]1[C:3]([F:15])=[C:4]([C:8]2([O:13][CH3:14])[CH2:12][CH2:11][N:10]([CH2:17][CH3:18])[CH2:9]2)[CH:5]=[CH:6][CH:7]=1, predict the reactants needed to synthesize it. The reactants are: [Cl:1][C:2]1[C:3]([F:15])=[C:4]([C:8]2([O:13][CH3:14])[CH2:12][CH2:11][NH:10][CH2:9]2)[CH:5]=[CH:6][CH:7]=1.I[CH2:17][CH3:18].C(N(CC)CC)C. (2) Given the product [CH3:22][S:23]([O:12][CH2:11][CH2:10][N:7]1[CH2:8][CH2:9][C@H:4]([N:1]=[N+:2]=[N-:3])[C@H:5]([OH:13])[CH2:6]1)(=[O:25])=[O:24], predict the reactants needed to synthesize it. The reactants are: [N:1]([C@H:4]1[CH2:9][CH2:8][N:7]([CH2:10][CH2:11][OH:12])[CH2:6][C@H:5]1[OH:13])=[N+:2]=[N-:3].N1C(C)=CC=CC=1C.[CH3:22][S:23](Cl)(=[O:25])=[O:24]. (3) Given the product [N+:18]([C:17]1[CH:16]=[CH:15][C:5]([O:6][C:7]2[CH:8]=[C:9]([CH:12]=[CH:13][CH:14]=2)[C:10]#[N:11])=[CH:4][C:3]=1[CH2:1][NH:24][CH2:21][CH2:22][CH3:23])([O-:20])=[O:19], predict the reactants needed to synthesize it. The reactants are: [CH:1]([C:3]1[CH:4]=[C:5]([CH:15]=[CH:16][C:17]=1[N+:18]([O-:20])=[O:19])[O:6][C:7]1[CH:8]=[C:9]([CH:12]=[CH:13][CH:14]=1)[C:10]#[N:11])=O.[CH2:21]([NH2:24])[CH2:22][CH3:23].C([O-])(O)=O.[Na+].